Dataset: Catalyst prediction with 721,799 reactions and 888 catalyst types from USPTO. Task: Predict which catalyst facilitates the given reaction. (1) Reactant: Br[C:2]1[CH:11]=[C:10]2[C:5]([CH2:6][CH2:7][N:8]([C:12]3[CH:17]=[C:16]([N:18]4[CH2:23][CH2:22][N:21]([CH3:24])[CH2:20][CH2:19]4)[N:15]=[C:14]([NH2:25])[N:13]=3)[CH2:9]2)=[CH:4][CH:3]=1.[C:26]([NH2:29])(=[O:28])[CH3:27].P([O-])([O-])([O-])=O.[K+].[K+].[K+]. Product: [NH2:25][C:14]1[N:13]=[C:12]([N:8]2[CH2:7][CH2:6][C:5]3[C:10](=[CH:11][C:2]([C:10]4[CH:5]=[CH:6][C:7]([NH:29][C:26](=[O:28])[CH3:27])=[N:8][CH:9]=4)=[CH:3][CH:4]=3)[CH2:9]2)[CH:17]=[C:16]([N:18]2[CH2:23][CH2:22][N:21]([CH3:24])[CH2:20][CH2:19]2)[N:15]=1. The catalyst class is: 70. (2) Reactant: C([NH:3][C:4]1[O:5][C:6]([C:9]2[CH:14]=[CH:13][CH:12]=[CH:11][C:10]=2[N+:15]([O-:17])=[O:16])=[N:7][N:8]=1)C.C(N(CC)CC)C.[C:36]([O:35][C:33](O[C:33]([O:35][C:36]([CH3:39])([CH3:38])[CH3:37])=[O:34])=[O:34])([CH3:39])([CH3:38])[CH3:37]. Product: [C:36]([O:35][C:33](=[O:34])[NH:3][C:4]1[O:5][C:6]([C:9]2[CH:14]=[CH:13][CH:12]=[CH:11][C:10]=2[N+:15]([O-:17])=[O:16])=[N:7][N:8]=1)([CH3:37])([CH3:38])[CH3:39]. The catalyst class is: 2. (3) Reactant: [CH3:1][O:2][C:3]1[CH:8]=[CH:7][CH:6]=[CH:5][C:4]=1[S:9][C:10]1[CH:18]=[CH:17][C:13]([C:14](O)=[O:15])=[CH:12][CH:11]=1.C(N=C=NCCCN(C)C)C.[CH3:30][S:31]([NH2:34])(=[O:33])=[O:32]. Product: [CH3:1][O:2][C:3]1[CH:8]=[CH:7][CH:6]=[CH:5][C:4]=1[S:9][C:10]1[CH:18]=[CH:17][C:13]([C:14]([NH:34][S:31]([CH3:30])(=[O:33])=[O:32])=[O:15])=[CH:12][CH:11]=1. The catalyst class is: 468. (4) Reactant: [NH2:1][CH2:2][C:3]([OH:5])=[O:4].C([O-])([O-])=O.[K+].[K+].I[C:13]1[CH:22]=[CH:21][C:16](C(NC)=O)=[C:15]([F:23])[CH:14]=1.Cl.[CH3:25][N:26]([CH:28]=[O:29])C. Product: [CH3:25][NH:26][C:28]([C:13]1[CH:22]=[CH:21][C:16]([NH:1][CH2:2][C:3]([OH:5])=[O:4])=[C:15]([F:23])[CH:14]=1)=[O:29]. The catalyst class is: 161. (5) Reactant: [CH3:1][N:2]([CH2:16][C:17]1[CH:26]=[CH:25][C:24]2[C:19](=[CH:20][CH:21]=[CH:22][CH:23]=2)[N:18]=1)[CH2:3][CH2:4][N:5]1C(=O)C2C(=CC=CC=2)C1=O.NN. Product: [CH3:1][N:2]([CH2:16][C:17]1[CH:26]=[CH:25][C:24]2[C:19](=[CH:20][CH:21]=[CH:22][CH:23]=2)[N:18]=1)[CH2:3][CH2:4][NH2:5]. The catalyst class is: 8. (6) Reactant: Br[C:2]1[CH:12]=[CH:11][CH:10]=[CH:9][C:3]=1[C:4]([O:6][CH2:7][CH3:8])=[O:5].[NH:13]1[CH2:18][CH2:17][O:16][CH2:15][CH2:14]1.C(=O)([O-])[O-].[Cs+].[Cs+].C1(P(C2C=CC=CC=2)C2C=CC3C(=CC=CC=3)C=2C2C3C(=CC=CC=3)C=CC=2P(C2C=CC=CC=2)C2C=CC=CC=2)C=CC=CC=1. Product: [N:13]1([C:2]2[CH:12]=[CH:11][CH:10]=[CH:9][C:3]=2[C:4]([O:6][CH2:7][CH3:8])=[O:5])[CH2:18][CH2:17][O:16][CH2:15][CH2:14]1. The catalyst class is: 113. (7) Reactant: C[O:2][CH2:3][C:4]([O:6][CH3:7])=O.[CH2:8]([O:15][C:16]1[CH:17]=[C:18]([Mg]Br)[CH:19]=[CH:20][CH:21]=1)[C:9]1[CH:14]=[CH:13][CH:12]=[CH:11][CH:10]=1. Product: [CH2:8]([O:15][C:16]1[CH:21]=[C:20]([C:3](=[O:2])[CH2:4][O:6][CH3:7])[CH:19]=[CH:18][CH:17]=1)[C:9]1[CH:14]=[CH:13][CH:12]=[CH:11][CH:10]=1. The catalyst class is: 28.